From a dataset of Merck oncology drug combination screen with 23,052 pairs across 39 cell lines. Regression. Given two drug SMILES strings and cell line genomic features, predict the synergy score measuring deviation from expected non-interaction effect. (1) Drug 1: N.N.O=C(O)C1(C(=O)O)CCC1.[Pt]. Drug 2: COC1CC2CCC(C)C(O)(O2)C(=O)C(=O)N2CCCCC2C(=O)OC(C(C)CC2CCC(OP(C)(C)=O)C(OC)C2)CC(=O)C(C)C=C(C)C(O)C(OC)C(=O)C(C)CC(C)C=CC=CC=C1C. Cell line: SW837. Synergy scores: synergy=22.2. (2) Drug 1: Cn1nnc2c(C(N)=O)ncn2c1=O. Drug 2: Cc1nc(Nc2ncc(C(=O)Nc3c(C)cccc3Cl)s2)cc(N2CCN(CCO)CC2)n1. Cell line: CAOV3. Synergy scores: synergy=-29.5.